Dataset: Forward reaction prediction with 1.9M reactions from USPTO patents (1976-2016). Task: Predict the product of the given reaction. Given the reactants [NH2:1][C:2]1[C:3]([CH3:13])=[CH:4][C:5]([CH2:8][C:9]([O:11][CH3:12])=[O:10])=[N:6][CH:7]=1.[CH:14](OCC)(OCC)OCC.[N-:24]=[N+:25]=[N-:26].[Na+], predict the reaction product. The product is: [CH3:13][C:3]1[C:2]([N:1]2[CH:14]=[N:26][N:25]=[N:24]2)=[CH:7][N:6]=[C:5]([CH2:8][C:9]([O:11][CH3:12])=[O:10])[CH:4]=1.